This data is from Forward reaction prediction with 1.9M reactions from USPTO patents (1976-2016). The task is: Predict the product of the given reaction. (1) Given the reactants [F:1][C:2]1[C:3]([N:10](S(CCC)(=O)=O)[S:11]([CH2:14][CH2:15][CH3:16])(=[O:13])=[O:12])=[N:4][CH:5]=[C:6]([F:9])[C:7]=1[I:8].Cl, predict the reaction product. The product is: [F:1][C:2]1[C:3]([NH:10][S:11]([CH2:14][CH2:15][CH3:16])(=[O:13])=[O:12])=[N:4][CH:5]=[C:6]([F:9])[C:7]=1[I:8]. (2) Given the reactants [F:1][C:2]1[CH:7]=[CH:6][C:5]([NH:8][CH2:9][C:10]2[N:11]=[C:12]([C:15]3[CH:20]=[CH:19][CH:18]=[CH:17][CH:16]=3)[S:13][CH:14]=2)=[CH:4][CH:3]=1.[CH3:21][C:22]([CH3:27])([CH3:26])[C:23](Cl)=[O:24].C(N(C(C)C)CC)(C)C, predict the reaction product. The product is: [F:1][C:2]1[CH:3]=[CH:4][C:5]([N:8]([CH2:9][C:10]2[N:11]=[C:12]([C:15]3[CH:16]=[CH:17][CH:18]=[CH:19][CH:20]=3)[S:13][CH:14]=2)[C:23](=[O:24])[C:22]([CH3:27])([CH3:26])[CH3:21])=[CH:6][CH:7]=1. (3) Given the reactants [NH2:1][C:2]1[CH:9]=[CH:8][C:5]([C:6]#N)=[CH:4][CH:3]=1.[S-:10][C:11]#[N:12].[K+].BrBr.[C:16](#[N:23])C1C=CC=CC=1, predict the reaction product. The product is: [NH2:12][C:11]1[S:10][C:3]2[CH:4]=[C:5]([CH2:6][C:16]#[N:23])[CH:8]=[CH:9][C:2]=2[N:1]=1. (4) The product is: [Cl:8][C:4]1[CH:5]=[CH:6][CH:7]=[C:2]([Cl:1])[C:3]=1[N:9]1[C:13]([C:14]2[S:18][C:17]([NH:19][C:38](=[O:39])[CH2:37][CH2:36][CH2:35][N:34]([CH3:41])[CH3:33])=[N:16][CH:15]=2)=[CH:12][C:11]([CH:20]([F:21])[F:22])=[N:10]1. Given the reactants [Cl:1][C:2]1[CH:7]=[CH:6][CH:5]=[C:4]([Cl:8])[C:3]=1[N:9]1[C:13]([C:14]2[S:18][C:17]([NH2:19])=[N:16][CH:15]=2)=[CH:12][C:11]([CH:20]([F:22])[F:21])=[N:10]1.C(N(CC)C(C)C)(C)C.Cl.[CH3:33][N:34]([CH3:41])[CH2:35][CH2:36][CH2:37][C:38](O)=[O:39], predict the reaction product.